Predict the reactants needed to synthesize the given product. From a dataset of Full USPTO retrosynthesis dataset with 1.9M reactions from patents (1976-2016). (1) Given the product [CH3:1][O:2][C:3]([C@@H:5]1[CH2:9][CH2:8][CH2:7][N:6]1[CH2:10][C:11]([OH:13])=[O:12])=[O:4], predict the reactants needed to synthesize it. The reactants are: [CH3:1][O:2][C:3]([C@@H:5]1[CH2:9][CH2:8][CH2:7][N:6]1[CH2:10][C:11]([O:13]CC1C=CC=CC=1)=[O:12])=[O:4].C(OCC)(=O)C. (2) Given the product [CH:1]([C:4]1[S:5][C:6]([NH2:15])=[C:7]([CH3:9])[N:8]=1)([CH3:3])[CH3:2], predict the reactants needed to synthesize it. The reactants are: [CH:1]([C:4]1[S:5][CH:6]=[C:7]([CH3:9])[N:8]=1)([CH3:3])[CH3:2].OS(O)(=O)=O.[N+:15]([O-])(O)=O.[OH-].[Na+].O. (3) Given the product [C:1]([O:5][C:6]([N:8]1[CH2:9][CH2:10][C:11]2([O:14][CH2:16]2)[CH2:12][CH2:13]1)=[O:7])([CH3:4])([CH3:2])[CH3:3], predict the reactants needed to synthesize it. The reactants are: [C:1]([O:5][C:6]([N:8]1[CH2:13][CH2:12][C:11](=[O:14])[CH2:10][CH2:9]1)=[O:7])([CH3:4])([CH3:3])[CH3:2].[I-].[CH3:16][S+](C)(C)=O.[OH-].[Na+].O. (4) Given the product [NH2:1][C:2]1[C:3]([C:8]2[N:10]([C:12]3[CH:17]=[CH:16][CH:15]=[C:14]([F:18])[C:13]=3[F:19])[C:25]([OH:26])=[N:22][N:9]=2)=[N:4][CH:5]=[CH:6][N:7]=1, predict the reactants needed to synthesize it. The reactants are: [NH2:1][C:2]1[C:3]([C:8]([N:10]([C:12]2[CH:17]=[CH:16][CH:15]=[C:14]([F:18])[C:13]=2[F:19])N)=[NH:9])=[N:4][CH:5]=[CH:6][N:7]=1.C1N=C[N:22]([C:25](N2C=NC=C2)=[O:26])C=1. (5) Given the product [C:28]([C:32]1[CH:37]=[CH:36][C:35]([C:38]([NH:43][C:42]2[CH:44]=[CH:45][S:46][C:41]=2[C:40]([NH:17][C:14]2[CH:15]=[C:16]3[C:11]([CH:10]=[N:9][NH:8]3)=[CH:12][CH:13]=2)=[O:47])=[O:39])=[CH:34][CH:33]=1)([CH3:31])([CH3:29])[CH3:30], predict the reactants needed to synthesize it. The reactants are: C([N:8]1[C:16]2[C:11](=[CH:12][CH:13]=[C:14]([NH2:17])[CH:15]=2)[CH:10]=[N:9]1)(OC(C)(C)C)=O.C[Si]([N-][Si](C)(C)C)(C)C.[K+].[C:28]([C:32]1[CH:37]=[CH:36][C:35]([C:38]2[O:39][C:40](=[O:47])[C:41]3[S:46][CH:45]=[CH:44][C:42]=3[N:43]=2)=[CH:34][CH:33]=1)([CH3:31])([CH3:30])[CH3:29].[Cl-].[NH4+].